From a dataset of Merck oncology drug combination screen with 23,052 pairs across 39 cell lines. Regression. Given two drug SMILES strings and cell line genomic features, predict the synergy score measuring deviation from expected non-interaction effect. (1) Drug 1: CC(C)CC(NC(=O)C(Cc1ccccc1)NC(=O)c1cnccn1)B(O)O. Drug 2: Cn1cc(-c2cnn3c(N)c(Br)c(C4CCCNC4)nc23)cn1. Cell line: A2058. Synergy scores: synergy=16.4. (2) Drug 1: CN1C(=O)C=CC2(C)C3CCC4(C)C(NC(=O)OCC(F)(F)F)CCC4C3CCC12. Drug 2: O=C(O)C1(Cc2cccc(Nc3nccs3)n2)CCC(Oc2cccc(Cl)c2F)CC1. Cell line: UACC62. Synergy scores: synergy=9.73. (3) Drug 1: COC1CC2CCC(C)C(O)(O2)C(=O)C(=O)N2CCCCC2C(=O)OC(C(C)CC2CCC(OP(C)(C)=O)C(OC)C2)CC(=O)C(C)C=C(C)C(O)C(OC)C(=O)C(C)CC(C)C=CC=CC=C1C. Drug 2: CNC(=O)c1cc(Oc2ccc(NC(=O)Nc3ccc(Cl)c(C(F)(F)F)c3)cc2)ccn1. Cell line: HT29. Synergy scores: synergy=13.6.